The task is: Predict the product of the given reaction.. This data is from Forward reaction prediction with 1.9M reactions from USPTO patents (1976-2016). (1) Given the reactants Br[C:2]1[CH:7]=[CH:6][C:5](/[CH:8]=[C:9](\[O:15][CH2:16][CH3:17])/[C:10]([O:12][CH2:13][CH3:14])=[O:11])=[CH:4][CH:3]=1.C(=O)([O-])[O-].[Na+].[Na+].[CH3:24][NH:25][C:26]1[CH:31]=[CH:30][CH:29]=[C:28](B2OC(C)(C)C(C)(C)O2)[CH:27]=1, predict the reaction product. The product is: [CH2:16]([O:15]/[C:9](=[CH:8]\[C:5]1[CH:6]=[CH:7][C:2]([C:28]2[CH:29]=[CH:30][CH:31]=[C:26]([NH:25][CH3:24])[CH:27]=2)=[CH:3][CH:4]=1)/[C:10]([O:12][CH2:13][CH3:14])=[O:11])[CH3:17]. (2) Given the reactants Br[C:2]1[CH:3]=[C:4]([CH:9]=[C:10]([C:12]([N:14]2[CH2:18][CH2:17][CH2:16][CH2:15]2)=[O:13])[CH:11]=1)[C:5]([O:7][CH3:8])=[O:6].[CH3:19][C:20]1[CH:21]=[CH:22][C:23]([Sn](CCCC)(CCCC)CCCC)=[N:24][CH:25]=1, predict the reaction product. The product is: [CH3:19][C:20]1[CH:21]=[CH:22][C:23]([C:2]2[CH:3]=[C:4]([CH:9]=[C:10]([C:12]([N:14]3[CH2:18][CH2:17][CH2:16][CH2:15]3)=[O:13])[CH:11]=2)[C:5]([O:7][CH3:8])=[O:6])=[N:24][CH:25]=1. (3) Given the reactants [CH3:1][C:2]1[CH:7]=[CH:6][C:5]([NH:8][C:9]2[S:10][CH:11]=[C:12]([C:14]3[CH:19]=[CH:18][N:17]=[CH:16][CH:15]=3)[N:13]=2)=[CH:4][CH:3]=1.[CH3:20][OH:21].C(Cl)Cl, predict the reaction product. The product is: [CH3:1][C:2]1[CH:3]=[CH:4][C:5]([NH:8][C:9]2[S:10][C:11]([CH2:20][OH:21])=[C:12]([C:14]3[CH:19]=[CH:18][N:17]=[CH:16][CH:15]=3)[N:13]=2)=[CH:6][CH:7]=1. (4) Given the reactants Br[C:2]1[N:10]([CH2:11][C:12]2[CH:17]=[CH:16][C:15]([O:18][CH3:19])=[CH:14][CH:13]=2)[C:9]2[C:8](=[O:20])[N:7]3[C:21]([CH3:24])=[N:22][N:23]=[C:6]3[N:5]([CH2:25][CH2:26][CH2:27][CH2:28][CH3:29])[C:4]=2[N:3]=1.C([Sn](CCCC)(CCCC)[C:35]1[S:36][CH:37]=[CH:38][N:39]=1)CCC, predict the reaction product. The product is: [CH3:19][O:18][C:15]1[CH:16]=[CH:17][C:12]([CH2:11][N:10]2[C:9]3[C:8](=[O:20])[N:7]4[C:21]([CH3:24])=[N:22][N:23]=[C:6]4[N:5]([CH2:25][CH2:26][CH2:27][CH2:28][CH3:29])[C:4]=3[N:3]=[C:2]2[C:35]2[S:36][CH:37]=[CH:38][N:39]=2)=[CH:13][CH:14]=1. (5) The product is: [C:1]([O:5][C:6]([N:8]1[CH2:13][CH2:12][C:11]2[S:14][C:15]([CH2:17][CH2:18][CH2:19][N:39]3[CH2:38][CH2:37][N:36]([S:33]([C:28]4[CH:27]=[CH:26][C:25]5[C:30](=[CH:31][CH:32]=[C:23]([Cl:22])[CH:24]=5)[CH:29]=4)(=[O:35])=[O:34])[CH2:41][CH2:40]3)=[CH:16][C:10]=2[CH2:9]1)=[O:7])([CH3:4])([CH3:3])[CH3:2]. Given the reactants [C:1]([O:5][C:6]([N:8]1[CH2:13][CH2:12][C:11]2[S:14][C:15]([CH2:17][CH2:18][CH:19]=O)=[CH:16][C:10]=2[CH2:9]1)=[O:7])([CH3:4])([CH3:3])[CH3:2].Cl.[Cl:22][C:23]1[CH:24]=[C:25]2[C:30](=[CH:31][CH:32]=1)[CH:29]=[C:28]([S:33]([N:36]1[CH2:41][CH2:40][NH:39][CH2:38][CH2:37]1)(=[O:35])=[O:34])[CH:27]=[CH:26]2, predict the reaction product. (6) Given the reactants [H-].[Na+].[Br:3][C:4]1[C:5]([C:14]2[S:15][CH:16]=[CH:17][N:18]=2)=[N:6][NH:7][C:8]=1[CH:9]([O:12][CH3:13])[O:10][CH3:11].I[CH3:20].O, predict the reaction product. The product is: [Br:3][C:4]1[C:5]([C:14]2[S:15][CH:16]=[CH:17][N:18]=2)=[N:6][N:7]([CH3:20])[C:8]=1[CH:9]([O:12][CH3:13])[O:10][CH3:11].